Dataset: Reaction yield outcomes from USPTO patents with 853,638 reactions. Task: Predict the reaction yield, written as a fraction of the theoretical maximum amount of product (1.0 means a 100% yield; for example, 0.34 means a 34% yield). (1) The reactants are [CH3:1][N:2]([CH:10]1[CH2:14][CH2:13][N:12]([C:15]2[C:20]([CH:21]3[CH2:24][N:23]([C:25]4[CH:34]=[CH:33][C:32]5[C:27](=[CH:28][CH:29]=[CH:30][CH:31]=5)[N:26]=4)[CH2:22]3)=[N:19][CH:18]=[CH:17][N:16]=2)[CH2:11]1)C(=O)OC(C)(C)C.Cl.C(O)(C)C. No catalyst specified. The product is [CH3:1][NH:2][CH:10]1[CH2:14][CH2:13][N:12]([C:15]2[C:20]([CH:21]3[CH2:24][N:23]([C:25]4[CH:34]=[CH:33][C:32]5[C:27](=[CH:28][CH:29]=[CH:30][CH:31]=5)[N:26]=4)[CH2:22]3)=[N:19][CH:18]=[CH:17][N:16]=2)[CH2:11]1. The yield is 0.440. (2) The reactants are [Br:1][CH2:2][CH2:3][O:4][C:5]1[CH:10]=[CH:9][C:8]([CH2:11][C:12]([OH:14])=O)=[CH:7][CH:6]=1.S(Cl)([Cl:17])=O. No catalyst specified. The product is [Br:1][CH2:2][CH2:3][O:4][C:5]1[CH:10]=[CH:9][C:8]([CH2:11][C:12]([Cl:17])=[O:14])=[CH:7][CH:6]=1. The yield is 0.860. (3) The reactants are [CH3:1][C:2]1[CH:7]=[CH:6][N:5]=[C:4]([C:8]#[N:9])[CH:3]=1.[Li+].[CH3:11][CH:12]([N-]C(C)C)[CH3:13].C(Br)C=C.O. The catalyst is O1CCCC1.CCCCCCC.C1COCC1.C(C1C=CC=CC=1)C. The product is [CH2:1]([C:2]1[CH:7]=[CH:6][N:5]=[C:4]([C:8]#[N:9])[CH:3]=1)[CH2:13][CH:12]=[CH2:11]. The yield is 0.120. (4) The product is [Br:1][C:2]1[C:3]([N:23]2[CH2:28][CH2:27][CH2:26][C@@H:25]([NH:29][C:30](=[O:36])[O:31][C:32]([CH3:34])([CH3:33])[CH3:35])[CH2:24]2)=[C:4]2[C:10]([NH:11][C:12](=[O:21])[C:13]3[CH:18]=[CH:17][CH:16]=[C:15]([O:19][CH3:20])[N:14]=3)=[CH:9][NH:8][C:5]2=[N:6][CH:7]=1. The yield is 0.270. The catalyst is CCCCO. The reactants are [Br:1][C:2]1[C:3](F)=[C:4]2[C:10]([NH:11][C:12](=[O:21])[C:13]3[CH:18]=[CH:17][CH:16]=[C:15]([O:19][CH3:20])[N:14]=3)=[CH:9][NH:8][C:5]2=[N:6][CH:7]=1.[NH:23]1[CH2:28][CH2:27][CH2:26][C@@H:25]([NH:29][C:30](=[O:36])[O:31][C:32]([CH3:35])([CH3:34])[CH3:33])[CH2:24]1. (5) The reactants are [CH3:1][C:2]1[CH:3]=[C:4]([C:8]([C:10]2[CH:11]=[N:12][CH:13]=[CH:14][CH:15]=2)=O)[O:5][C:6]=1[CH3:7].[NH3:16]. The catalyst is CO. The product is [CH3:1][C:2]1[CH:3]=[C:4]([OH:5])[C:8]([C:10]2[CH:11]=[N:12][CH:13]=[CH:14][CH:15]=2)=[N:16][C:6]=1[CH3:7]. The yield is 0.630.